Dataset: Forward reaction prediction with 1.9M reactions from USPTO patents (1976-2016). Task: Predict the product of the given reaction. (1) The product is: [NH2:1][C:4]1[CH:5]=[CH:6][C:7]([C@@H:10]2[CH2:12][C@H:11]2[C:13]([OH:15])=[O:14])=[CH:8][CH:9]=1. Given the reactants [N+:1]([C:4]1[CH:9]=[CH:8][C:7]([C@@H:10]2[CH2:12][C@H:11]2[C:13]([OH:15])=[O:14])=[CH:6][CH:5]=1)([O-])=O.C(OCC)(=O)C, predict the reaction product. (2) Given the reactants Cl[C:2]1[CH:3]=[C:4]([C:14](C2C=CC=C(Cl)C=2)=[O:15])[CH:5]=[CH:6][C:7]=1[CH2:8][N:9]1[CH2:13][CH2:12][CH2:11][CH2:10]1.Br[C:24]1[CH:29]=[CH:28][C:27]([F:30])=[CH:26][CH:25]=1.[Mg].[Cl:32][C:33]1[CH:34]=[C:35](C(C2C=CC(C)=CC=2)=O)[CH:36]=[CH:37][CH:38]=1, predict the reaction product. The product is: [Cl:32][C:33]1[CH:34]=[CH:35][C:36]([C:14]([C:24]2[CH:29]=[CH:28][C:27]([F:30])=[CH:26][CH:25]=2)([C:4]2[CH:3]=[CH:2][C:7]([CH2:8][N:9]3[CH2:10][CH2:11][CH2:12][CH2:13]3)=[CH:6][CH:5]=2)[OH:15])=[CH:37][CH:38]=1. (3) Given the reactants [OH:1][C@H:2]1[CH2:6][CH2:5][O:4][CH2:3]1.CC([O-])(C)C.[K+].[CH3:13][O:14][C:15]([C:17]1[S:18][C:19]([C:31]#[C:32][C:33]([CH3:36])([CH3:35])[CH3:34])=[CH:20][C:21]=1[NH:22][CH:23]1[CH2:30][CH2:29][C:26]2([O:28][CH2:27]2)[CH2:25][CH2:24]1)=[O:16].C(O)(=O)CC(CC(O)=O)(C(O)=O)O.C[Si](C=[N+]=[N-])(C)C, predict the reaction product. The product is: [CH3:13][O:14][C:15]([C:17]1[S:18][C:19]([C:31]#[C:32][C:33]([CH3:36])([CH3:35])[CH3:34])=[CH:20][C:21]=1[NH:22][CH:23]1[CH2:30][CH2:29][C:26]([OH:28])([CH2:27][O:1][CH:2]2[CH2:6][CH2:5][O:4][CH2:3]2)[CH2:25][CH2:24]1)=[O:16].